The task is: Predict which catalyst facilitates the given reaction.. This data is from Catalyst prediction with 721,799 reactions and 888 catalyst types from USPTO. (1) Reactant: [NH2:1][C:2]1[CH:23]=[CH:22][C:5]([O:6][C:7]2[C:8]([Cl:21])=[CH:9][C:10]([F:20])=[C:11]([NH:13][C:14](=[O:19])[C:15]([F:18])([F:17])[F:16])[CH:12]=2)=[C:4]([C:24]#[N:25])[CH:3]=1.[S-:26][C:27]#[N:28].[K+].BrBr. Product: [NH2:28][C:27]1[S:26][C:3]2[C:4]([C:24]#[N:25])=[C:5]([O:6][C:7]3[C:8]([Cl:21])=[CH:9][C:10]([F:20])=[C:11]([NH:13][C:14](=[O:19])[C:15]([F:16])([F:17])[F:18])[CH:12]=3)[CH:22]=[CH:23][C:2]=2[N:1]=1. The catalyst class is: 15. (2) Reactant: CN(C=[N:5][S:6]([C:9]1[C:10]([C:15]2[CH:20]=[CH:19][C:18]([CH2:21][N:22]3[C:26](C=O)=[C:25]([Cl:29])[N:24]=[C:23]3[C:30]3[CH:35]=[CH:34][CH:33]=[CH:32][CH:31]=3)=[CH:17][CH:16]=2)=[CH:11][CH:12]=[CH:13][CH:14]=1)(=[O:8])=[O:7])C.Cl.C(O)C. Product: [Cl:29][C:25]1[N:24]=[C:23]([C:30]2[CH:31]=[CH:32][CH:33]=[CH:34][CH:35]=2)[N:22]([CH2:21][C:18]2[CH:17]=[CH:16][C:15]([C:10]3[C:9]([S:6]([NH2:5])(=[O:7])=[O:8])=[CH:14][CH:13]=[CH:12][CH:11]=3)=[CH:20][CH:19]=2)[CH:26]=1. The catalyst class is: 6. (3) Product: [OH:1][C@@H:2]1[CH2:17][C@@H:5]2[S:6][C@@H:7]([CH2:10][CH2:11][CH2:12][C:13]([OH:15])=[O:14])[CH2:8][CH2:9][C@@H:4]2[C@H:3]1/[CH:18]=[CH:19]/[C@@H:20]([OH:29])[CH2:21][O:22][C:23]1[CH:28]=[CH:27][CH:26]=[CH:25][CH:24]=1. The catalyst class is: 5. Reactant: [OH:1][C@@H:2]1[CH2:17][C@@H:5]2[S:6][C@@H:7]([CH2:10][CH2:11][CH2:12][C:13]([O:15]C)=[O:14])[CH2:8][CH2:9][C@@H:4]2[C@H:3]1/[CH:18]=[CH:19]/[C@@H:20]([OH:29])[CH2:21][O:22][C:23]1[CH:28]=[CH:27][CH:26]=[CH:25][CH:24]=1.[OH-].[Na+].Cl. (4) Reactant: [C:1]([O:5][C:6]([NH:8][CH2:9][CH:10]([OH:13])[CH2:11]I)=[O:7])([CH3:4])([CH3:3])[CH3:2].[C:14]([O-:17])(=[S:16])[CH3:15].[K+]. Product: [C:14]([S:16][CH2:11][CH:10]([OH:13])[CH2:9][NH:8][C:6]([O:5][C:1]([CH3:4])([CH3:3])[CH3:2])=[O:7])(=[O:17])[CH3:15]. The catalyst class is: 21.